This data is from Catalyst prediction with 721,799 reactions and 888 catalyst types from USPTO. The task is: Predict which catalyst facilitates the given reaction. Reactant: C[O:2][C:3](=[O:36])[C:4]1[CH:9]=[CH:8][CH:7]=[CH:6][C:5]=1[NH:10][C:11]1[CH:19]=[C:18]2[C:14]([C:15]([C:28]#[C:29][C:30]3[CH:35]=[CH:34][CH:33]=[CH:32][N:31]=3)=[N:16][N:17]2[CH2:20][O:21][CH2:22][CH2:23][Si:24]([CH3:27])([CH3:26])[CH3:25])=[CH:13][CH:12]=1.[OH-].[Na+].CO.O. Product: [N:31]1[CH:32]=[CH:33][CH:34]=[CH:35][C:30]=1[C:29]#[C:28][C:15]1[C:14]2[C:18](=[CH:19][C:11]([NH:10][C:5]3[CH:6]=[CH:7][CH:8]=[CH:9][C:4]=3[C:3]([OH:36])=[O:2])=[CH:12][CH:13]=2)[N:17]([CH2:20][O:21][CH2:22][CH2:23][Si:24]([CH3:26])([CH3:25])[CH3:27])[N:16]=1. The catalyst class is: 1.